From a dataset of Catalyst prediction with 721,799 reactions and 888 catalyst types from USPTO. Predict which catalyst facilitates the given reaction. Reactant: [CH3:1][C:2]1[CH:19]=[CH:18][C:17]([N+:20]([O-])=O)=[CH:16][C:3]=1/[CH:4]=[CH:5]/[C:6]1[C:10]2[N:11]=[CH:12][N:13]=[C:14]([NH2:15])[C:9]=2[S:8][CH:7]=1.O.O.Cl[Sn]Cl.Cl.[NH4+].[OH-].C([O-])([O-])=O.[Na+].[Na+]. Product: [NH2:20][C:17]1[CH:18]=[CH:19][C:2]([CH3:1])=[C:3]([CH:16]=1)/[CH:4]=[CH:5]/[C:6]1[C:10]2[N:11]=[CH:12][N:13]=[C:14]([NH2:15])[C:9]=2[S:8][CH:7]=1. The catalyst class is: 13.